From a dataset of Catalyst prediction with 721,799 reactions and 888 catalyst types from USPTO. Predict which catalyst facilitates the given reaction. (1) Reactant: [CH2:1]([N:5]1[C:14]([CH2:15][NH:16]C(=O)OC(C)(C)C)=[C:13]([C:24]2[CH:29]=[CH:28][CH:27]=[CH:26][CH:25]=2)[C:12]2[C:7](=[CH:8][CH:9]=[C:10]([N:30]3[N:34]=[C:33]([CH3:35])[O:32][CH2:31]3)[CH:11]=2)[C:6]1=[O:36])[CH:2]([CH3:4])[CH3:3].Cl. The catalyst class is: 13. Product: [NH2:16][CH2:15][C:14]1[N:5]([CH2:1][CH:2]([CH3:4])[CH3:3])[C:6](=[O:36])[C:7]2[C:12]([C:13]=1[C:24]1[CH:25]=[CH:26][CH:27]=[CH:28][CH:29]=1)=[CH:11][C:10]([N:30]1[N:34]=[C:33]([CH3:35])[O:32][CH2:31]1)=[CH:9][CH:8]=2. (2) Reactant: [CH3:1][C@H:2]1[CH2:7][O:6][CH2:5][CH2:4][N:3]1[C:8]1[CH:13]=[C:12]([N:14]2[CH2:19][CH2:18][O:17][CH2:16][C@@H:15]2[CH3:20])[N:11]=[C:10]([NH2:21])[N:9]=1.[CH3:22][O:23][C:24]1[CH:32]=[CH:31][C:27]([C:28](Cl)=[O:29])=[CH:26][CH:25]=1. Product: [CH3:1][C@H:2]1[CH2:7][O:6][CH2:5][CH2:4][N:3]1[C:8]1[CH:13]=[C:12]([N:14]2[CH2:19][CH2:18][O:17][CH2:16][C@@H:15]2[CH3:20])[N:11]=[C:10]([NH:21][C:28](=[O:29])[C:27]2[CH:31]=[CH:32][C:24]([O:23][CH3:22])=[CH:25][CH:26]=2)[N:9]=1. The catalyst class is: 17.